From a dataset of Reaction yield outcomes from USPTO patents with 853,638 reactions. Predict the reaction yield, written as a fraction of the theoretical maximum amount of product (1.0 means a 100% yield; for example, 0.34 means a 34% yield). (1) The reactants are Br[C:2]1[CH:7]=[CH:6][C:5]([NH:8][C:9](=[O:14])[C:10]([CH3:13])([CH3:12])[CH3:11])=[CH:4][CH:3]=1.[Li]CCCC.[CH3:20][O:21][C:22]1[CH:23]=[N:24][C:25]2[C:30]([N:31]=1)=[CH:29][C:28]([CH:32]=[O:33])=[CH:27][CH:26]=2. The catalyst is C1COCC1. The product is [OH:33][CH:32]([C:28]1[CH:29]=[C:30]2[C:25](=[CH:26][CH:27]=1)[N:24]=[CH:23][C:22]([O:21][CH3:20])=[N:31]2)[C:2]1[CH:7]=[CH:6][C:5]([NH:8][C:9](=[O:14])[C:10]([CH3:13])([CH3:12])[CH3:11])=[CH:4][CH:3]=1. The yield is 0.187. (2) The reactants are [F:1][C:2]([F:27])([F:26])[S:3]([O:6][C:7]1[CH:16]=[C:15]2[C:10]([CH:11]([C:18]3[CH:23]=[CH:22][C:21]([Cl:24])=[C:20]([Cl:25])[CH:19]=3)[CH2:12][N:13](C)[CH2:14]2)=[CH:9][CH:8]=1)(=[O:5])=[O:4].CN(C)C1C2C(=CC=CC=2N(C)C)C=CC=1. The catalyst is ClCCCl. The product is [F:26][C:2]([F:1])([F:27])[S:3]([O:6][C:7]1[CH:16]=[C:15]2[C:10]([CH:11]([C:18]3[CH:23]=[CH:22][C:21]([Cl:24])=[C:20]([Cl:25])[CH:19]=3)[CH2:12][NH:13][CH2:14]2)=[CH:9][CH:8]=1)(=[O:4])=[O:5]. The yield is 0.460. (3) The reactants are [CH3:1][C:2]1[CH:10]=[CH:9][C:5]([C:6]([OH:8])=[O:7])=[CH:4][C:3]=1[N+:11]([O-:13])=[O:12].S(=O)(=O)(O)O.[CH3:19]O. No catalyst specified. The product is [CH3:19][O:7][C:6](=[O:8])[C:5]1[CH:9]=[CH:10][C:2]([CH3:1])=[C:3]([N+:11]([O-:13])=[O:12])[CH:4]=1. The yield is 0.970. (4) The reactants are C([O:8][CH2:9][C@@H:10]([NH:27][C:28](=[O:34])[O:29][C:30]([CH3:33])([CH3:32])[CH3:31])[C:11]([NH:13][C:14]1[CH:19]=[CH:18][C:17]([C:20]2[O:24][CH:23]=[N:22][CH:21]=2)=[C:16]([O:25][CH3:26])[CH:15]=1)=[O:12])C1C=CC=CC=1.[H][H]. The catalyst is CO.[Pd]. The product is [OH:8][CH2:9][C@@H:10]([NH:27][C:28](=[O:34])[O:29][C:30]([CH3:32])([CH3:31])[CH3:33])[C:11]([NH:13][C:14]1[CH:19]=[CH:18][C:17]([C:20]2[O:24][CH:23]=[N:22][CH:21]=2)=[C:16]([O:25][CH3:26])[CH:15]=1)=[O:12]. The yield is 0.150. (5) The reactants are [NH2:1][C:2]1[CH:3]=[N:4][CH:5]=[C:6](Br)[CH:7]=1.[OH:9][C:10]1[CH:11]=[C:12](B(O)O)[CH:13]=[CH:14][CH:15]=1.C([O-])(O)=O.[Na+].C1(P(C2C=CC=CC=2)C2C=CC=CC=2)C=CC=CC=1. The catalyst is CN(C=O)C.C([O-])(=O)C.[Pd+2].C([O-])(=O)C.O. The product is [NH2:1][C:2]1[CH:7]=[C:6]([C:14]2[CH:15]=[C:10]([OH:9])[CH:11]=[CH:12][CH:13]=2)[CH:5]=[N:4][CH:3]=1. The yield is 0.630. (6) The reactants are [CH2:1]([S:8][CH:9]([CH:42]=O)[CH2:10][NH:11][C:12]([C:14]1[NH:15][C:16]2[C:21]([CH:22]=1)=[CH:20][C:19]([O:23][CH2:24][CH2:25][CH2:26][S:27]([CH3:30])(=[O:29])=[O:28])=[CH:18][C:17]=2[N:31]([CH3:41])[S:32]([C:35]1[CH:40]=[CH:39][CH:38]=[CH:37][N:36]=1)(=[O:34])=[O:33])=[O:13])[C:2]1[CH:7]=[CH:6][CH:5]=[CH:4][CH:3]=1.[CH3:44][S:45]([N:48]1[CH2:53][CH2:52][NH:51][CH2:50][CH2:49]1)(=[O:47])=[O:46].C(O[BH-](OC(=O)C)OC(=O)C)(=O)C.[Na+].C(O)(=O)CC(CC(O)=O)(C(O)=O)O.C(=O)([O-])O.[Na+]. The catalyst is ClCCCl. The product is [CH2:1]([S:8][CH:9]([CH2:42][N:51]1[CH2:52][CH2:53][N:48]([S:45]([CH3:44])(=[O:47])=[O:46])[CH2:49][CH2:50]1)[CH2:10][NH:11][C:12]([C:14]1[NH:15][C:16]2[C:21]([CH:22]=1)=[CH:20][C:19]([O:23][CH2:24][CH2:25][CH2:26][S:27]([CH3:30])(=[O:28])=[O:29])=[CH:18][C:17]=2[N:31]([CH3:41])[S:32]([C:35]1[CH:40]=[CH:39][CH:38]=[CH:37][N:36]=1)(=[O:33])=[O:34])=[O:13])[C:2]1[CH:7]=[CH:6][CH:5]=[CH:4][CH:3]=1. The yield is 0.430. (7) The reactants are C([O:3][C:4](=[O:22])[CH2:5][CH:6]([C:13]1[CH:14]=[C:15]2[C:19](=[CH:20][CH:21]=1)[NH:18][CH:17]=[CH:16]2)[C:7]1[CH:12]=[CH:11][CH:10]=[CH:9][CH:8]=1)C.O.[OH-].[K+]. The catalyst is C(O)C. The product is [NH:18]1[C:19]2[C:15](=[CH:14][C:13]([CH:6]([C:7]3[CH:8]=[CH:9][CH:10]=[CH:11][CH:12]=3)[CH2:5][C:4]([OH:22])=[O:3])=[CH:21][CH:20]=2)[CH:16]=[CH:17]1. The yield is 0.980. (8) The reactants are [CH:1]1([N:6]2[C:10]3[N:11]=[C:12]([NH:15][C:16]4[CH:21]=[CH:20][C:19]([N:22]5[C:29](=[O:30])[CH2:28][C@@H:27]6[NH:31][C@@H:24]([CH2:25][CH2:26]6)[CH2:23]5)=[CH:18][N:17]=4)[N:13]=[CH:14][C:9]=3[CH:8]=[C:7]2[C:32]([N:34]([CH3:36])[CH3:35])=[O:33])[CH2:5][CH2:4][CH2:3][CH2:2]1.FC(F)(F)S(O[CH2:43][C:44]([F:47])([F:46])[F:45])(=O)=O.O. The catalyst is CN(C)C=O. The product is [CH:1]1([N:6]2[C:10]3[N:11]=[C:12]([NH:15][C:16]4[CH:21]=[CH:20][C:19]([N:22]5[C:29](=[O:30])[CH2:28][C@H:27]6[N:31]([CH2:43][C:44]([F:47])([F:46])[F:45])[C@H:24]([CH2:25][CH2:26]6)[CH2:23]5)=[CH:18][N:17]=4)[N:13]=[CH:14][C:9]=3[CH:8]=[C:7]2[C:32]([N:34]([CH3:36])[CH3:35])=[O:33])[CH2:2][CH2:3][CH2:4][CH2:5]1. The yield is 0.640.